Dataset: Catalyst prediction with 721,799 reactions and 888 catalyst types from USPTO. Task: Predict which catalyst facilitates the given reaction. (1) Reactant: [CH2:1]([C:3]1[C:8](=[O:9])[CH2:7][C:6]([CH3:11])([CH3:10])[C@:5](/[CH:13]=[CH:14]/[C:15](/[CH3:21])=[CH:16]\[C:17]([O:19]C)=[O:18])([OH:12])[C:4]=1[CH3:22])[CH3:2].O.[OH-].[Li+]. The catalyst class is: 24. Product: [CH2:1]([C:3]1[C:8](=[O:9])[CH2:7][C:6]([CH3:11])([CH3:10])[C@:5](/[CH:13]=[CH:14]/[C:15](/[CH3:21])=[CH:16]\[C:17]([OH:19])=[O:18])([OH:12])[C:4]=1[CH3:22])[CH3:2]. (2) Reactant: [CH3:1][O:2][C:3]1[CH:4]=[C:5]([OH:9])[CH:6]=[N:7][CH:8]=1.CN([CH:13]=[O:14])C.[CH3:15]C(C)([O-])C.[K+].COC(Cl)Cl. Product: [CH3:15][O:9][C:5]1[CH:6]=[N:7][CH:8]=[C:3]([O:2][CH2:1][O:14][CH3:13])[CH:4]=1. The catalyst class is: 56. (3) Reactant: [I-].[C:2]1([P+:8]([C:13]2[CH:18]=[CH:17][CH:16]=[CH:15][CH:14]=2)([CH2:11][CH3:12])[CH2:9][CH3:10])[CH:7]=[CH:6][CH:5]=[CH:4][CH:3]=1.[OH-:19]. Product: [OH-:19].[C:13]1([P+:8]([C:2]2[CH:3]=[CH:4][CH:5]=[CH:6][CH:7]=2)([CH2:11][CH3:12])[CH2:9][CH3:10])[CH:14]=[CH:15][CH:16]=[CH:17][CH:18]=1. The catalyst class is: 6. (4) The catalyst class is: 15. Product: [N+:12]([C:11]1[C:6]([C:4](=[O:3])[CH3:5])=[N:7][CH:8]=[CH:9][CH:10]=1)([O-:14])=[O:13]. Reactant: C([O:3][C:4]([C:6]1[C:11]([N+:12]([O-:14])=[O:13])=[CH:10][CH:9]=[CH:8][N:7]=1)=[CH2:5])C.Cl.[OH-].[Na+].C(=O)(O)[O-].[Na+]. (5) Reactant: [C:1]([O:5][C:6]([N:8]([CH2:12][CH:13]1[CH2:18][CH2:17][N:16]([C:19](=[O:32])[CH2:20][CH2:21][C:22]2[CH:30]=[CH:29][C:25]([C:26](O)=[O:27])=[CH:24][C:23]=2[CH3:31])[CH2:15][CH2:14]1)[CH:9]1[CH2:11][CH2:10]1)=[O:7])([CH3:4])([CH3:3])[CH3:2].C(N(CC)CC)C.[CH3:40][N:41]1[C:50]2[NH:49][C:48]3[CH:51]=[CH:52][CH:53]=[CH:54][C:47]=3[NH:46][CH2:45][C:44]=2[CH:43]=[N:42]1. Product: [C:1]([O:5][C:6](=[O:7])[N:8]([CH:9]1[CH2:11][CH2:10]1)[CH2:12][CH:13]1[CH2:14][CH2:15][N:16]([C:19](=[O:32])[CH2:20][CH2:21][C:22]2[CH:30]=[CH:29][C:25]([C:26]([N:46]3[CH2:45][C:44]4[CH:43]=[N:42][N:41]([CH3:40])[C:50]=4[NH:49][C:48]4[CH:51]=[CH:52][CH:53]=[CH:54][C:47]3=4)=[O:27])=[CH:24][C:23]=2[CH3:31])[CH2:17][CH2:18]1)([CH3:4])([CH3:3])[CH3:2]. The catalyst class is: 166.